From a dataset of Forward reaction prediction with 1.9M reactions from USPTO patents (1976-2016). Predict the product of the given reaction. (1) Given the reactants [NH2:1][C:2]1[C:19]([OH:20])=[CH:18][C:5]2[CH2:6][CH2:7][N:8](C(OC(C)(C)C)=O)[CH2:9][CH2:10][C:4]=2[CH:3]=1.[CH:21]1([C:24]([Cl:26])=O)[CH2:23][CH2:22]1, predict the reaction product. The product is: [ClH:26].[CH:21]1([C:24]2[O:20][C:19]3[C:2]([N:1]=2)=[CH:3][C:4]2[CH2:10][CH2:9][NH:8][CH2:7][CH2:6][C:5]=2[CH:18]=3)[CH2:23][CH2:22]1. (2) Given the reactants [NH2:1][C@@H:2]([CH:6]([CH3:8])[CH3:7])[C:3]([OH:5])=[O:4].[CH3:9][C:10]([O:13][C:14](O[C:14]([O:13][C:10]([CH3:12])([CH3:11])[CH3:9])=[O:15])=[O:15])([CH3:12])[CH3:11].[OH-].[Na+], predict the reaction product. The product is: [C:10]([O:13][C:14]([NH:1][C@@H:2]([CH:6]([CH3:8])[CH3:7])[C:3]([OH:5])=[O:4])=[O:15])([CH3:12])([CH3:11])[CH3:9]. (3) Given the reactants [CH3:1][S:2]([C:5]1[CH:10]=[CH:9][C:8]([CH2:11][C:12]([OH:14])=O)=[CH:7][CH:6]=1)(=[O:4])=[O:3].ON1C2C=CC=CC=2N=N1.C(N(CC)CC)C.[CH2:32]([NH:34][C:35]1[C:36]([NH2:48])=[CH:37][C:38]([S:41]([C:44]([F:47])([F:46])[F:45])(=[O:43])=[O:42])=[CH:39][CH:40]=1)[CH3:33], predict the reaction product. The product is: [CH2:32]([NH:34][C:35]1[CH:40]=[CH:39][C:38]([S:41]([C:44]([F:45])([F:46])[F:47])(=[O:42])=[O:43])=[CH:37][C:36]=1[NH:48][C:12](=[O:14])[CH2:11][C:8]1[CH:7]=[CH:6][C:5]([S:2]([CH3:1])(=[O:3])=[O:4])=[CH:10][CH:9]=1)[CH3:33]. (4) Given the reactants C(OC([N:8]1[CH2:13][CH:12]=[C:11]([C:14]2[NH:42][C:17]3=[N:18][CH:19]=[CH:20][C:21]([C:22]4[CH:27]=[CH:26][C:25]([CH2:28][NH:29][C:30]([C:32]5[N:36]=[C:35]([C:37]([CH3:40])([CH3:39])[CH3:38])[O:34][N:33]=5)=[O:31])=[C:24]([F:41])[CH:23]=4)=[C:16]3[N:15]=2)[CH2:10][CH2:9]1)=O)(C)(C)C.C(Cl)Cl.C(O)(C(F)(F)F)=O, predict the reaction product. The product is: [F:41][C:24]1[CH:23]=[C:22]([C:21]2[CH:20]=[CH:19][N:18]=[C:17]3[NH:42][C:14]([C:11]4[CH2:12][CH2:13][NH:8][CH2:9][CH:10]=4)=[N:15][C:16]=23)[CH:27]=[CH:26][C:25]=1[CH2:28][NH:29][C:30]([C:32]1[N:36]=[C:35]([C:37]([CH3:40])([CH3:38])[CH3:39])[O:34][N:33]=1)=[O:31]. (5) The product is: [CH:20]1([C:5]2[C:6]([NH:8][C:9]3[CH:19]=[CH:18][CH:17]=[CH:16][C:10]=3[C:11]([NH:13][O:14][CH3:15])=[O:12])=[CH:7][C:2]([NH:37][C:26]3[CH:27]=[CH:28][C:29]([N:31]4[CH2:32][CH2:33][O:34][CH2:35][CH2:36]4)=[CH:30][C:25]=3[O:24][CH3:23])=[N:3][CH:4]=2)[CH2:22][CH2:21]1. Given the reactants Cl[C:2]1[CH:7]=[C:6]([NH:8][C:9]2[CH:19]=[CH:18][CH:17]=[CH:16][C:10]=2[C:11]([NH:13][O:14][CH3:15])=[O:12])[C:5]([CH:20]2[CH2:22][CH2:21]2)=[CH:4][N:3]=1.[CH3:23][O:24][C:25]1[CH:30]=[C:29]([N:31]2[CH2:36][CH2:35][O:34][CH2:33][CH2:32]2)[CH:28]=[CH:27][C:26]=1[NH2:37].C([O-])([O-])=O.[Cs+].[Cs+].CC1(C)C2C(=C(P(C3C=CC=CC=3)C3C=CC=CC=3)C=CC=2)OC2C(P(C3C=CC=CC=3)C3C=CC=CC=3)=CC=CC1=2, predict the reaction product. (6) The product is: [C:23]([O:24][C:36]([O:1][C:2]1[CH:3]=[C:4]([CH:8]=[CH:9][C:10]=1[N+:11]([O-:13])=[O:12])[C:5]([OH:7])=[O:6])=[O:37])([CH3:22])([CH3:25])[CH3:28]. Given the reactants [OH:1][C:2]1[CH:3]=[C:4]([CH:8]=[CH:9][C:10]=1[N+:11]([O-:13])=[O:12])[C:5]([OH:7])=[O:6].CCN(CC)CC.C(O)(=O)[CH2:22][C:23]([CH2:28]C(O)=O)([C:25](O)=O)[OH:24].C1C[O:37][CH2:36]C1, predict the reaction product. (7) Given the reactants [OH:1][CH2:2][CH2:3][CH2:4][S:5][CH:6]1[CH2:10][CH2:9][O:8][C:7]1=[O:11].CC1C=CC=C(C)N=1.[F:20][C:21]([F:34])([F:33])[S:22](O[S:22]([C:21]([F:34])([F:33])[F:20])(=[O:24])=[O:23])(=[O:24])=[O:23], predict the reaction product. The product is: [F:20][C:21]([F:34])([F:33])[S:22]([O:1][CH2:2][CH2:3][CH2:4][S:5][CH:6]1[CH2:10][CH2:9][O:8][C:7]1=[O:11])(=[O:24])=[O:23].